From a dataset of TCR-epitope binding with 47,182 pairs between 192 epitopes and 23,139 TCRs. Binary Classification. Given a T-cell receptor sequence (or CDR3 region) and an epitope sequence, predict whether binding occurs between them. (1) The epitope is MPASWVMRI. The TCR CDR3 sequence is CASSESWTGGFNEQFF. Result: 1 (the TCR binds to the epitope). (2) The epitope is ILHCANFNV. The TCR CDR3 sequence is CASSLNTGTGYEQYF. Result: 1 (the TCR binds to the epitope). (3) The epitope is GTSGSPIVNR. The TCR CDR3 sequence is CASSLGYQGYEQFF. Result: 1 (the TCR binds to the epitope). (4) The epitope is NLNESLIDL. The TCR CDR3 sequence is CASSHGTGDYGYTF. Result: 1 (the TCR binds to the epitope). (5) The epitope is TLVPQEHYV. The TCR CDR3 sequence is CASSPLAGGADTQYF. Result: 0 (the TCR does not bind to the epitope). (6) The TCR CDR3 sequence is CASMTGGYEQYF. The epitope is TSNQVAVLY. Result: 0 (the TCR does not bind to the epitope).